This data is from Forward reaction prediction with 1.9M reactions from USPTO patents (1976-2016). The task is: Predict the product of the given reaction. (1) Given the reactants [Br:1][C:2]1[C:3]2[CH:13]=[CH:12][CH:11]=[CH:10][C:4]=2[S:5][C:6]=1[C:7]([OH:9])=O.[CH3:14][O:15][C:16]1[CH:23]=[CH:22][C:19]([CH2:20][NH2:21])=[CH:18][CH:17]=1.C1CCC(N=C=NC2CCCCC2)CC1.C1C=CC2N(O)N=NC=2C=1, predict the reaction product. The product is: [CH3:14][O:15][C:16]1[CH:23]=[CH:22][C:19]([CH2:20][NH:21][C:7]([C:6]2[S:5][C:4]3[CH:10]=[CH:11][CH:12]=[CH:13][C:3]=3[C:2]=2[Br:1])=[O:9])=[CH:18][CH:17]=1. (2) The product is: [F:20][C:21]1[CH:27]=[C:26]([I:28])[CH:25]=[CH:10][C:9]=1[NH:8][C:6]([NH:3][CH3:4])=[O:7]. Given the reactants C1N=[CH:4][N:3]([C:6]([N:8]2C=N[CH:10]=[CH:9]2)=[O:7])C=1.C(N(CC)CC)C.[F:20][C:21]1[CH:27]=[C:26]([I:28])[CH:25]=CC=1N.CN, predict the reaction product. (3) Given the reactants [CH3:1][C:2]([CH3:22])([CH3:21])[CH2:3][N:4]1[C:12]2[C:7](=[N:8][C:9]([CH2:13][CH2:14][C:15](OC)=[O:16])=[CH:10][CH:11]=2)[N:6]([CH3:19])[C:5]1=[O:20].CC(C[AlH]CC(C)C)C.C1COCC1.CCCCCCC, predict the reaction product. The product is: [CH3:1][C:2]([CH3:22])([CH3:21])[CH2:3][N:4]1[C:12]2[C:7](=[N:8][C:9]([CH2:13][CH2:14][CH2:15][OH:16])=[CH:10][CH:11]=2)[N:6]([CH3:19])[C:5]1=[O:20]. (4) Given the reactants [CH3:1][N:2]1[C:10]2[CH2:9][CH2:8][CH2:7][CH:6](O)[C:5]=2[CH:4]=[N:3]1.[I:12][C:13]1[C:21]2[C:16](=[N:17][CH:18]=[N:19][C:20]=2[NH2:22])[NH:15][N:14]=1.C1C=CC(P(C2C=CC=CC=2)C2C=CC=CC=2)=CC=1.CC(OC(/N=N/C(OC(C)C)=O)=O)C, predict the reaction product. The product is: [I:12][C:13]1[C:21]2[C:16](=[N:17][CH:18]=[N:19][C:20]=2[NH2:22])[N:15]([CH:6]2[CH2:7][CH2:8][CH2:9][C:10]3[N:2]([CH3:1])[N:3]=[CH:4][C:5]2=3)[N:14]=1.